Dataset: Catalyst prediction with 721,799 reactions and 888 catalyst types from USPTO. Task: Predict which catalyst facilitates the given reaction. (1) Product: [C:8]([C:7]1[O:12][C:3]([CH2:2][Cl:1])=[N:5][N:6]=1)([CH3:9])([CH3:10])[CH3:11]. Reactant: [Cl:1][CH2:2][C:3]([NH:5][NH:6][C:7](=[O:12])[C:8]([CH3:11])([CH3:10])[CH3:9])=O.C(=O)(O)[O-].[Na+]. The catalyst class is: 6. (2) Reactant: [OH:1][CH2:2][CH2:3][CH:4]1[NH:9][CH2:8][CH2:7][N:6]([C:10]([O:12][C:13]([CH3:16])([CH3:15])[CH3:14])=[O:11])[CH2:5]1.Br[CH2:18][C:19]([C:21]1[C:22]([CH3:31])=[C:23]2[C:27](=[CH:28][CH:29]=1)[C:26](=[O:30])[O:25][CH2:24]2)=[O:20].CCN(C(C)C)C(C)C. Product: [OH:1][CH2:2][CH2:3][CH:4]1[N:9]([CH2:18][C:19]([C:21]2[C:22]([CH3:31])=[C:23]3[C:27](=[CH:28][CH:29]=2)[C:26](=[O:30])[O:25][CH2:24]3)=[O:20])[CH2:8][CH2:7][N:6]([C:10]([O:12][C:13]([CH3:16])([CH3:15])[CH3:14])=[O:11])[CH2:5]1. The catalyst class is: 334. (3) Reactant: [F:1][CH2:2][C@@H:3]([O:6][CH2:7][C:8]([C:10]1[CH:15]=[CH:14][CH:13]=[CH:12][C:11]=1[F:16])=O)[CH:4]=[CH2:5].Cl.[NH2:18][OH:19].C([O-])(=O)C.[Na+]. Product: [F:1][CH2:2][C@@H:3]([O:6][CH2:7][C:8]([C:10]1[CH:15]=[CH:14][CH:13]=[CH:12][C:11]=1[F:16])=[N:18][OH:19])[CH:4]=[CH2:5]. The catalyst class is: 5. (4) Reactant: [F:1][C:2]1[CH:7]=[CH:6][C:5]([C@@:8]([NH:27][C:28](=[O:39])[C:29]2[CH:34]=[CH:33][CH:32]=[C:31]([C:35]([F:38])([F:37])[F:36])[CH:30]=2)([C:16]2[CH:21]=[C:20]([C:22]([F:25])([F:24])[F:23])[CH:19]=[C:18]([F:26])[CH:17]=2)[CH2:9][C:10]2[CH:15]=[CH:14][CH:13]=[CH:12][CH:11]=2)=[CH:4][C:3]=1[OH:40].[CH3:41][N:42]=[C:43]=[O:44].CCN(CC)CC. Product: [CH3:41][NH:42][C:43](=[O:44])[O:40][C:3]1[CH:4]=[C:5]([C@:8]([C:16]2[CH:21]=[C:20]([C:22]([F:23])([F:25])[F:24])[CH:19]=[C:18]([F:26])[CH:17]=2)([NH:27][C:28](=[O:39])[C:29]2[CH:34]=[CH:33][CH:32]=[C:31]([C:35]([F:36])([F:37])[F:38])[CH:30]=2)[CH2:9][C:10]2[CH:11]=[CH:12][CH:13]=[CH:14][CH:15]=2)[CH:6]=[CH:7][C:2]=1[F:1]. The catalyst class is: 91. (5) Reactant: Br[C:2]1[C:7]([N+:8]([O-:10])=[O:9])=[CH:6][C:5]([Br:11])=[CH:4][N:3]=1.[CH3:12][O:13][C:14]([C:16]1[CH:21]=[CH:20][C:19](B(O)O)=[CH:18][CH:17]=1)=[O:15].P([O-])([O-])([O-])=O.[K+].[K+].[K+]. Product: [Br:11][C:5]1[CH:6]=[C:7]([N+:8]([O-:10])=[O:9])[C:2]([C:19]2[CH:20]=[CH:21][C:16]([C:14]([O:13][CH3:12])=[O:15])=[CH:17][CH:18]=2)=[N:3][CH:4]=1. The catalyst class is: 1. (6) Reactant: [NH2:1][C:2]1[CH:3]=[CH:4][C:5]2[C:15]3[C:10](=[CH:11][N:12]=[C:13]([NH:16][C:17](=[O:19])[CH3:18])[CH:14]=3)[CH2:9][O:8][C:6]=2[CH:7]=1.CCN(C(C)C)C(C)C.Cl[C:30](=[O:54])[C@@H:31]([NH:36][C:37](=[O:53])[O:38][CH2:39][CH:40]1[C:52]2[CH:51]=[CH:50][CH:49]=[CH:48][C:47]=2[C:46]2[C:41]1=[CH:42][CH:43]=[CH:44][CH:45]=2)[CH2:32][CH:33]([CH3:35])[CH3:34]. Product: [C:17]([NH:16][C:13]1[CH:14]=[C:15]2[C:5]3[CH:4]=[CH:3][C:2]([NH:1][C:30](=[O:54])[C@@H:31]([NH:36][C:37](=[O:53])[O:38][CH2:39][CH:40]4[C:41]5[CH:42]=[CH:43][CH:44]=[CH:45][C:46]=5[C:47]5[C:52]4=[CH:51][CH:50]=[CH:49][CH:48]=5)[CH2:32][CH:33]([CH3:35])[CH3:34])=[CH:7][C:6]=3[O:8][CH2:9][C:10]2=[CH:11][N:12]=1)(=[O:19])[CH3:18]. The catalyst class is: 3. (7) Reactant: [F:1][C:2]1[CH:36]=[C:35]([F:37])[CH:34]=[CH:33][C:3]=1[CH2:4][O:5][C:6]1[CH:30]=[CH:29][C:9]([CH2:10][N:11]([C:22]([C:24]2[S:25][CH:26]=[CH:27][CH:28]=2)=[O:23])[CH2:12][CH2:13][NH:14]C(=O)OC(C)(C)C)=[CH:8][C:7]=1[O:31][CH3:32].[F:38][C:39]([F:44])([F:43])[C:40]([OH:42])=[O:41]. Product: [F:38][C:39]([F:44])([F:43])[C:40]([OH:42])=[O:41].[NH2:14][CH2:13][CH2:12][N:11]([CH2:10][C:9]1[CH:29]=[CH:30][C:6]([O:5][CH2:4][C:3]2[CH:33]=[CH:34][C:35]([F:37])=[CH:36][C:2]=2[F:1])=[C:7]([O:31][CH3:32])[CH:8]=1)[C:22]([C:24]1[S:25][CH:26]=[CH:27][CH:28]=1)=[O:23]. The catalyst class is: 4. (8) Reactant: [Si]([O:8][CH2:9][C:10]1[N:11]=[CH:12][N:13]([C:15]2[CH:20]=[CH:19][C:18]([N:21]3[CH2:25][C@H:24]([CH2:26][O:27][C:28]4[CH:32]=[CH:31][O:30][N:29]=4)[O:23][C:22]3=[O:33])=[CH:17][C:16]=2[F:34])[CH:14]=1)(C(C)(C)C)(C)C.[F-].C([N+](CCCC)(CCCC)CCCC)CCC. Product: [OH:8][CH2:9][C:10]1[N:11]=[CH:12][N:13]([C:15]2[CH:20]=[CH:19][C:18]([N:21]3[CH2:25][C@H:24]([CH2:26][O:27][C:28]4[CH:32]=[CH:31][O:30][N:29]=4)[O:23][C:22]3=[O:33])=[CH:17][C:16]=2[F:34])[CH:14]=1. The catalyst class is: 7. (9) Reactant: [F:1][C:2]1[C:30]([N:31]2[CH2:36][CH2:35][NH:34][CH2:33][CH2:32]2)=[CH:29][C:5]2[N:6]([CH2:17][C:18]3[CH:23]=[CH:22][C:21]([O:24][C:25]([F:28])([F:27])[F:26])=[CH:20][CH:19]=3)[C:7]([CH2:9][O:10][C:11]3[CH:16]=[CH:15][CH:14]=[CH:13][CH:12]=3)=[N:8][C:4]=2[CH:3]=1.[C:37](Cl)(=[O:40])[CH2:38][CH3:39]. Product: [F:1][C:2]1[C:30]([N:31]2[CH2:36][CH2:35][N:34]([C:37](=[O:40])[CH2:38][CH3:39])[CH2:33][CH2:32]2)=[CH:29][C:5]2[N:6]([CH2:17][C:18]3[CH:19]=[CH:20][C:21]([O:24][C:25]([F:26])([F:27])[F:28])=[CH:22][CH:23]=3)[C:7]([CH2:9][O:10][C:11]3[CH:12]=[CH:13][CH:14]=[CH:15][CH:16]=3)=[N:8][C:4]=2[CH:3]=1. The catalyst class is: 4.